Task: Predict the product of the given reaction.. Dataset: Forward reaction prediction with 1.9M reactions from USPTO patents (1976-2016) (1) Given the reactants [C:1]([O:5][C:6]([N:8]1[CH2:12][CH2:11][CH2:10][CH:9]1[CH2:13][C:14]1[C:22]2[C:17](=[CH:18][C:19]([F:23])=[CH:20][CH:21]=2)[N:16]([CH2:24][CH2:25][O:26][Si](C(C)(C)C)(C)C)[CH:15]=1)=[O:7])([CH3:4])([CH3:3])[CH3:2].[F-].C([N+](CCCC)(CCCC)CCCC)CCC.CCCCCC.CCOC(C)=O, predict the reaction product. The product is: [C:1]([O:5][C:6]([N:8]1[CH2:12][CH2:11][CH2:10][CH:9]1[CH2:13][C:14]1[C:22]2[C:17](=[CH:18][C:19]([F:23])=[CH:20][CH:21]=2)[N:16]([CH2:24][CH2:25][OH:26])[CH:15]=1)=[O:7])([CH3:3])([CH3:4])[CH3:2]. (2) The product is: [CH:11]([N:8]1[CH:7]=[N:6][C:5]2[C:9]1=[N:10][C:2]([NH:31][C@H:32]([CH2:39][CH3:40])[CH:33]([OH:38])[C:34]([CH3:37])([CH3:36])[CH3:35])=[N:3][C:4]=2[NH:14][CH2:15][C:16]1[CH:17]=[N:18][CH:19]=[CH:20][CH:21]=1)([CH3:13])[CH3:12]. Given the reactants F[C:2]1[N:10]=[C:9]2[C:5]([N:6]=[CH:7][N:8]2[CH:11]([CH3:13])[CH3:12])=[C:4]([NH:14][CH2:15][C:16]2[CH:17]=[N:18][CH:19]=[CH:20][CH:21]=2)[N:3]=1.CCN(C(C)C)C(C)C.[NH2:31][C@H:32]([CH2:39][CH3:40])[CH:33]([OH:38])[C:34]([CH3:37])([CH3:36])[CH3:35], predict the reaction product.